Dataset: Peptide-MHC class I binding affinity with 185,985 pairs from IEDB/IMGT. Task: Regression. Given a peptide amino acid sequence and an MHC pseudo amino acid sequence, predict their binding affinity value. This is MHC class I binding data. The peptide sequence is YIFRNTINM. The MHC is HLA-B27:05 with pseudo-sequence HLA-B27:05. The binding affinity (normalized) is 0.0847.